From a dataset of Catalyst prediction with 721,799 reactions and 888 catalyst types from USPTO. Predict which catalyst facilitates the given reaction. (1) Reactant: [Cl:1][C:2]1[N:7]=[C:6]([N:8]2[C:12]([CH3:14])([CH3:13])[CH2:11][CH:10]([N:15]([CH3:17])[CH3:16])[CH2:9]2)[C:5]([F:18])=[C:4]([NH:19][NH2:20])[N:3]=1.[CH:21]1([CH2:26][C@H:27]([CH2:31][N:32]([CH:41]=[O:42])[O:33][CH2:34][C:35]2[CH:40]=[CH:39][CH:38]=[CH:37][CH:36]=2)[C:28](O)=[O:29])[CH2:25][CH2:24][CH2:23][CH2:22]1.CN1CCOCC1.ON1C2N=CC=CC=2N=N1.C(Cl)CCl. Product: [Cl:1][C:2]1[N:3]=[C:4]([NH:19][NH:20][C:28](=[O:29])[C@H:27]([CH2:26][CH:21]2[CH2:22][CH2:23][CH2:24][CH2:25]2)[CH2:31][N:32]([O:33][CH2:34][C:35]2[CH:36]=[CH:37][CH:38]=[CH:39][CH:40]=2)[CH:41]=[O:42])[C:5]([F:18])=[C:6]([N:8]2[CH2:9][CH:10]([N:15]([CH3:16])[CH3:17])[CH2:11][C:12]2([CH3:14])[CH3:13])[N:7]=1. The catalyst class is: 215. (2) Reactant: [OH:1][C@H:2]([C:36]1[CH:41]=[CH:40][CH:39]=[CH:38][CH:37]=1)[CH2:3][O:4][C:5](=[O:35])[CH:6]=[CH:7][C:8]1[CH:13]=[CH:12][C:11]([O:14][C:15](=[O:34])[C:16]2[CH:21]=[CH:20][C:19]([O:22][CH2:23][CH2:24][CH2:25][CH2:26][CH2:27][CH2:28][O:29][C:30](=[O:33])[CH:31]=[CH2:32])=[CH:18][CH:17]=2)=[CH:10][CH:9]=1.[C:42]([O:46][CH2:47][CH2:48][CH2:49][CH2:50][CH2:51][CH2:52][O:53][C:54]1[CH:62]=[CH:61][C:57]([C:58](O)=[O:59])=[CH:56][CH:55]=1)(=[O:45])[CH:43]=[CH2:44]. Product: [C:42]([O:46][CH2:47][CH2:48][CH2:49][CH2:50][CH2:51][CH2:52][O:53][C:54]1[CH:62]=[CH:61][C:57]([C:58]([O:1][C@H:2]([C:36]2[CH:37]=[CH:38][CH:39]=[CH:40][CH:41]=2)[CH2:3][O:4][C:5](=[O:35])[CH:6]=[CH:7][C:8]2[CH:13]=[CH:12][C:11]([O:14][C:15](=[O:34])[C:16]3[CH:21]=[CH:20][C:19]([O:22][CH2:23][CH2:24][CH2:25][CH2:26][CH2:27][CH2:28][O:29][C:30](=[O:33])[CH:31]=[CH2:32])=[CH:18][CH:17]=3)=[CH:10][CH:9]=2)=[O:59])=[CH:56][CH:55]=1)(=[O:45])[CH:43]=[CH2:44]. The catalyst class is: 4.